Dataset: hERG Central: cardiac toxicity at 1µM, 10µM, and general inhibition. Task: Predict hERG channel inhibition at various concentrations. (1) The drug is CC(Cc1ccc(Cl)cc1)N1CCC(n2nccc2NC(=O)C2CCCC2)CC1. Results: hERG_inhib (hERG inhibition (general)): blocker. (2) The drug is CC(=O)N1CCN(c2ccccc2NC(=O)c2cc(Br)ccc2Cl)CC1. Results: hERG_inhib (hERG inhibition (general)): blocker. (3) The compound is C#CCN(Cc1ccco1)C(=O)c1ccc(OC2CCN(Cc3ccccn3)CC2)cc1. Results: hERG_inhib (hERG inhibition (general)): blocker. (4) The drug is CCNC(=O)CC1C(=O)N(c2cccc(C)c2)C(=O)N1CCC(C)C. Results: hERG_inhib (hERG inhibition (general)): blocker. (5) The compound is CCc1cccc(C)c1NC(=O)CN(C)S(=O)(=O)c1ccc(-c2ccc(=O)[nH]n2)s1. Results: hERG_inhib (hERG inhibition (general)): blocker. (6) The compound is CC(C)c1ccc(NC(=O)C2CCN(C(=O)[C@@H]3Cc4ccccc4CN3)CC2)cc1. Results: hERG_inhib (hERG inhibition (general)): blocker. (7) The molecule is Cc1cccc(NC(=O)CN2CCC(C(=O)c3ccc4c(c3)OCCO4)CC2)c1. Results: hERG_inhib (hERG inhibition (general)): blocker.